This data is from Full USPTO retrosynthesis dataset with 1.9M reactions from patents (1976-2016). The task is: Predict the reactants needed to synthesize the given product. Given the product [C:17]1([C:15]2[CH:14]=[C:13]([C:23]3[CH:24]=[CH:25][CH:26]=[CH:27][CH:28]=3)[N:12]=[C:11]([O:10][CH2:9][CH2:8][CH2:7][CH2:6][CH2:5][OH:4])[CH:16]=2)[CH:18]=[CH:19][CH:20]=[CH:21][CH:22]=1, predict the reactants needed to synthesize it. The reactants are: C([O:4][CH2:5][CH2:6][CH2:7][CH2:8][CH2:9][O:10][C:11]1[CH:16]=[C:15]([C:17]2[CH:22]=[CH:21][CH:20]=[CH:19][CH:18]=2)[CH:14]=[C:13]([C:23]2[CH:28]=[CH:27][CH:26]=[CH:25][CH:24]=2)[N:12]=1)(=O)C.[OH-].[Na+].